This data is from TCR-epitope binding with 47,182 pairs between 192 epitopes and 23,139 TCRs. The task is: Binary Classification. Given a T-cell receptor sequence (or CDR3 region) and an epitope sequence, predict whether binding occurs between them. The epitope is MLNIPSINV. The TCR CDR3 sequence is CASSDTGQGLYGYTF. Result: 0 (the TCR does not bind to the epitope).